This data is from Full USPTO retrosynthesis dataset with 1.9M reactions from patents (1976-2016). The task is: Predict the reactants needed to synthesize the given product. (1) Given the product [C:29]([C:17]1[C:18]([C:20]2[C:28]3[C:23](=[CH:24][CH:25]=[CH:26][CH:27]=3)[NH:22][CH:21]=2)=[N:19][C:14]([NH:13][C:11]2[C:10]([O:31][CH3:32])=[CH:9][C:8]([N:33]3[CH2:34][CH2:35][N:36]([CH3:39])[CH2:37][CH2:38]3)=[C:7]([NH:6][C:1](=[O:4])[CH:2]=[CH2:3])[CH:12]=2)=[N:15][CH:16]=1)#[N:30], predict the reactants needed to synthesize it. The reactants are: [C:1](Cl)(=[O:4])[CH:2]=[CH2:3].[NH2:6][C:7]1[C:8]([N:33]2[CH2:38][CH2:37][N:36]([CH3:39])[CH2:35][CH2:34]2)=[CH:9][C:10]([O:31][CH3:32])=[C:11]([NH:13][C:14]2[N:19]=[C:18]([C:20]3[C:28]4[C:23](=[CH:24][CH:25]=[CH:26][CH:27]=4)[NH:22][CH:21]=3)[C:17]([C:29]#[N:30])=[CH:16][N:15]=2)[CH:12]=1.CCN(C(C)C)C(C)C. (2) The reactants are: [NH2:1][C:2]1[N:7]=[CH:6][C:5](/[CH:8]=[CH:9]/[C:10]([O:12][CH2:13][CH3:14])=[O:11])=[CH:4][CH:3]=1.[C:15](O[C:15]([O:17][C:18]([CH3:21])([CH3:20])[CH3:19])=[O:16])([O:17][C:18]([CH3:21])([CH3:20])[CH3:19])=[O:16]. Given the product [C:18]([O:17][C:15]([N:1]([C:15]([O:17][C:18]([CH3:21])([CH3:20])[CH3:19])=[O:16])[C:2]1[N:7]=[CH:6][C:5](/[CH:8]=[CH:9]/[C:10]([O:12][CH2:13][CH3:14])=[O:11])=[CH:4][CH:3]=1)=[O:16])([CH3:21])([CH3:20])[CH3:19], predict the reactants needed to synthesize it. (3) Given the product [CH:1]([C:4]1[CH:5]=[C:6]([CH:10]=[CH:11][CH:12]=1)[C:7]([Cl:15])=[O:8])([CH3:3])[CH3:2], predict the reactants needed to synthesize it. The reactants are: [CH:1]([C:4]1[CH:5]=[C:6]([CH:10]=[CH:11][CH:12]=1)[C:7](O)=[O:8])([CH3:3])[CH3:2].O=S(Cl)[Cl:15]. (4) Given the product [NH2:13][C:10]1[CH:9]=[CH:8][CH:7]=[C:6]2[C:11]=1[CH2:12][CH:3]([CH2:2][OH:1])[CH2:4][CH2:5]2, predict the reactants needed to synthesize it. The reactants are: [OH:1][CH2:2][CH:3]1[CH2:12][C:11]2[C:10]([NH:13]C(=O)OCC3C=CC=CC=3)=[CH:9][CH:8]=[CH:7][C:6]=2[CH2:5][CH2:4]1. (5) Given the product [CH3:1][O:2][C:3]1[CH:4]=[C:5]([CH:20]([CH3:25])[C:21]#[N:22])[C:6]2[O:10][C:9]([C:11]3[CH:12]=[CH:13][C:14]([O:17][CH3:18])=[CH:15][CH:16]=3)=[CH:8][C:7]=2[CH:19]=1, predict the reactants needed to synthesize it. The reactants are: [CH3:1][O:2][C:3]1[CH:4]=[C:5]([CH2:20][C:21]#[N:22])[C:6]2[O:10][C:9]([C:11]3[CH:16]=[CH:15][C:14]([O:17][CH3:18])=[CH:13][CH:12]=3)=[CH:8][C:7]=2[CH:19]=1.[OH-].[K+].[CH3:25]I.O. (6) Given the product [Cl:29][C:30]1[CH:35]=[CH:34][C:33]([CH:45]2[CH2:47][CH2:46]2)=[C:32]([C:2]2[C:7]([O:8][CH3:9])=[CH:6][N:5]([CH:10]([CH3:27])[C:11]([NH:13][C:14]3[CH:26]=[CH:25][C:17]([C:18]([O:20][C:21]([CH3:24])([CH3:23])[CH3:22])=[O:19])=[CH:16][CH:15]=3)=[O:12])[C:4](=[O:28])[CH:3]=2)[CH:31]=1, predict the reactants needed to synthesize it. The reactants are: Br[C:2]1[C:7]([O:8][CH3:9])=[CH:6][N:5]([CH:10]([CH3:27])[C:11]([NH:13][C:14]2[CH:26]=[CH:25][C:17]([C:18]([O:20][C:21]([CH3:24])([CH3:23])[CH3:22])=[O:19])=[CH:16][CH:15]=2)=[O:12])[C:4](=[O:28])[CH:3]=1.[Cl:29][C:30]1[CH:31]=[CH:32][C:33]([CH:45]2[CH2:47][CH2:46]2)=[C:34](B2OC(C)(C)C(C)(C)O2)[CH:35]=1.C(=O)([O-])[O-].[K+].[K+]. (7) Given the product [CH:1]1([CH2:4][N+:5]2([O-:30])[CH2:23][CH2:22][C@:12]34[C:13]5[C:14]6[O:21][C@H:11]3[CH2:10][CH2:9][CH2:8][C@@:7]4([O:24][CH3:25])[C@H:6]2[CH2:19][C:18]=5[CH:17]=[CH:16][C:15]=6[OH:20])[CH2:2][CH2:3]1, predict the reactants needed to synthesize it. The reactants are: [CH:1]1([CH2:4][N:5]2[CH2:23][CH2:22][C@:12]34[C:13]5[C:14]6[O:21][C@H:11]3[CH2:10][CH2:9][CH2:8][C@@:7]4([O:24][CH3:25])[C@H:6]2[CH2:19][C:18]=5[CH:17]=[CH:16][C:15]=6[OH:20])[CH2:3][CH2:2]1.ClCCl.C[OH:30]. (8) The reactants are: [Br:1][C:2]1[CH:3]=[C:4]2[C:8](=[CH:9][CH:10]=1)[NH:7][C:6](=[O:11])[CH2:5]2.[C:12]([C:20]1[C:21]([CH3:30])=[C:22]([C:27]([OH:29])=[O:28])[NH:23][C:24]=1[CH:25]=O)(=[O:19])[C:13]1[CH:18]=[CH:17][CH:16]=[CH:15][CH:14]=1. Given the product [C:12]([C:20]1[C:21]([CH3:30])=[C:22]([C:27]([OH:29])=[O:28])[NH:23][C:24]=1[CH:25]=[C:5]1[C:4]2[C:8](=[CH:9][CH:10]=[C:2]([Br:1])[CH:3]=2)[NH:7][C:6]1=[O:11])(=[O:19])[C:13]1[CH:14]=[CH:15][CH:16]=[CH:17][CH:18]=1, predict the reactants needed to synthesize it. (9) Given the product [Cl:1][C:2]1[CH:7]=[CH:6][C:5]([CH:8]([NH:28][CH2:29][C:30]2[CH:35]=[CH:34][CH:33]=[CH:32][N:31]=2)[CH2:9][N:10]2[CH2:15][CH2:14][N:13]([C:16]3[CH:21]=[N:20][CH:19]=[CH:18][N:17]=3)[CH2:12][CH2:11]2)=[CH:4][CH:3]=1, predict the reactants needed to synthesize it. The reactants are: [Cl:1][C:2]1[CH:7]=[CH:6][C:5]([CH:8](O)[CH2:9][N:10]2[CH2:15][CH2:14][N:13]([C:16]3[CH:21]=[N:20][CH:19]=[CH:18][N:17]=3)[CH2:12][CH2:11]2)=[CH:4][CH:3]=1.CS(Cl)(=O)=O.[NH2:28][CH2:29][C:30]1[CH:35]=[CH:34][CH:33]=[CH:32][N:31]=1. (10) Given the product [Br:1][C:2]1[CH:7]=[CH:6][CH:5]=[CH:4][C:3]=1[S:8](/[N:11]=[CH:12]/[N:13]([CH3:15])[CH3:14])(=[O:10])=[O:9], predict the reactants needed to synthesize it. The reactants are: [Br:1][C:2]1[CH:7]=[CH:6][CH:5]=[CH:4][C:3]=1[S:8]([NH2:11])(=[O:10])=[O:9].[CH3:12][N:13]([CH:15]=O)[CH3:14].COC(OC)N(C)C.S([O-])(O)(=O)=O.[Na+].